From a dataset of Catalyst prediction with 721,799 reactions and 888 catalyst types from USPTO. Predict which catalyst facilitates the given reaction. Reactant: [CH2:1]([C:8]1[C:9]([O:21][C@@H:22]2[O:48][C@H:47]([CH2:49][O:50][C:51](=[O:56])[C:52]([CH3:55])([CH3:54])[CH3:53])[C@@H:39]([O:40][C:41](=[O:46])[C:42]([CH3:45])([CH3:44])[CH3:43])[C@H:31]([O:32][C:33](=[O:38])[C:34]([CH3:37])([CH3:36])[CH3:35])[C@H:23]2[O:24][C:25](=[O:30])[C:26]([CH3:29])([CH3:28])[CH3:27])=[N:10][N:11](C(OCC)=O)[C:12]=1[CH:13]([CH3:15])[CH3:14])[C:2]1[CH:7]=[CH:6][CH:5]=[CH:4][CH:3]=1.C(=O)(O)[O-].[Na+].C(=O)([O-])[O-].[K+].[K+].O. Product: [CH2:1]([C:8]1[C:9]([O:21][C@@H:22]2[O:48][C@H:47]([CH2:49][O:50][C:51](=[O:56])[C:52]([CH3:53])([CH3:55])[CH3:54])[C@@H:39]([O:40][C:41](=[O:46])[C:42]([CH3:45])([CH3:44])[CH3:43])[C@H:31]([O:32][C:33](=[O:38])[C:34]([CH3:35])([CH3:37])[CH3:36])[C@H:23]2[O:24][C:25](=[O:30])[C:26]([CH3:29])([CH3:27])[CH3:28])=[N:10][NH:11][C:12]=1[CH:13]([CH3:15])[CH3:14])[C:2]1[CH:7]=[CH:6][CH:5]=[CH:4][CH:3]=1. The catalyst class is: 5.